From a dataset of NCI-60 drug combinations with 297,098 pairs across 59 cell lines. Regression. Given two drug SMILES strings and cell line genomic features, predict the synergy score measuring deviation from expected non-interaction effect. (1) Drug 1: CC1=C(C=C(C=C1)NC2=NC=CC(=N2)N(C)C3=CC4=NN(C(=C4C=C3)C)C)S(=O)(=O)N.Cl. Drug 2: C(CC(=O)O)C(=O)CN.Cl. Cell line: HL-60(TB). Synergy scores: CSS=-9.92, Synergy_ZIP=13.1, Synergy_Bliss=7.14, Synergy_Loewe=-13.1, Synergy_HSA=-15.3. (2) Drug 1: C1=CC(=CC=C1CCC2=CNC3=C2C(=O)NC(=N3)N)C(=O)NC(CCC(=O)O)C(=O)O. Drug 2: CCN(CC)CCCC(C)NC1=C2C=C(C=CC2=NC3=C1C=CC(=C3)Cl)OC. Cell line: OVCAR-4. Synergy scores: CSS=37.2, Synergy_ZIP=-0.946, Synergy_Bliss=1.01, Synergy_Loewe=-5.50, Synergy_HSA=3.21. (3) Drug 1: C(=O)(N)NO. Drug 2: C1=NC2=C(N1)C(=S)N=CN2. Cell line: LOX IMVI. Synergy scores: CSS=62.5, Synergy_ZIP=-0.313, Synergy_Bliss=-1.36, Synergy_Loewe=-47.9, Synergy_HSA=-2.78.